Dataset: Full USPTO retrosynthesis dataset with 1.9M reactions from patents (1976-2016). Task: Predict the reactants needed to synthesize the given product. (1) Given the product [ClH:16].[CH3:1][C:2]1[C:15]2[C:5](=[CH:6][C:7]3[CH2:13][CH2:12][N:11]([CH2:17][CH2:18][CH2:19][S:20][C:21]4[N:25]([CH3:26])[C:24]([C:27]5[CH:32]=[CH:31][C:30]([C:33]([F:36])([F:34])[F:35])=[CH:29][CH:28]=5)=[N:23][N:22]=4)[CH2:10][CH2:9][C:8]=3[CH:14]=2)[O:4][N:3]=1, predict the reactants needed to synthesize it. The reactants are: [CH3:1][C:2]1[C:15]2[C:5](=[CH:6][C:7]3[CH2:13][CH2:12][NH:11][CH2:10][CH2:9][C:8]=3[CH:14]=2)[O:4][N:3]=1.[Cl:16][CH2:17][CH2:18][CH2:19][S:20][C:21]1[N:25]([CH3:26])[C:24]([C:27]2[CH:32]=[CH:31][C:30]([C:33]([F:36])([F:35])[F:34])=[CH:29][CH:28]=2)=[N:23][N:22]=1. (2) Given the product [Br:15][C:16]1[C:17]([O:23][C@H:24]([CH3:28])[C@H:25]([OH:27])[CH3:26])=[N:18][C:19]([NH:1][C:2]2[CH:3]=[C:4]([CH3:13])[C:5]([S:9]([NH2:12])(=[O:10])=[O:11])=[C:6]([CH3:8])[CH:7]=2)=[N:20][CH:21]=1, predict the reactants needed to synthesize it. The reactants are: [NH2:1][C:2]1[CH:7]=[C:6]([CH3:8])[C:5]([S:9]([NH2:12])(=[O:11])=[O:10])=[C:4]([CH3:13])[CH:3]=1.Cl.[Br:15][C:16]1[C:17]([O:23][C@H:24]([CH3:28])[C@H:25]([OH:27])[CH3:26])=[N:18][C:19](Cl)=[N:20][CH:21]=1. (3) Given the product [CH2:1]([C:8]1([N:15]([CH3:16])[CH3:17])[CH2:13][CH2:12][CH:11]([O:14][CH2:28][C:27]2[CH:30]=[CH:31][CH:32]=[C:25]([F:24])[CH:26]=2)[CH2:10][CH2:9]1)[C:2]1[CH:7]=[CH:6][CH:5]=[CH:4][CH:3]=1, predict the reactants needed to synthesize it. The reactants are: [CH2:1]([C:8]1([N:15]([CH3:17])[CH3:16])[CH2:13][CH2:12][CH:11]([OH:14])[CH2:10][CH2:9]1)[C:2]1[CH:7]=[CH:6][CH:5]=[CH:4][CH:3]=1.CC(C)([O-])C.[K+].[F:24][C:25]1[CH:26]=[C:27]([CH:30]=[CH:31][CH:32]=1)[CH2:28]Cl. (4) Given the product [F:19][C:16]1[CH:17]=[CH:18][C:13]([C:8]([C:5]2[CH:4]=[CH:3][C:2]([F:1])=[CH:7][CH:6]=2)([OH:12])[C:9]([NH:20][CH2:21][CH2:22][CH2:23][N:24]2[CH2:25][CH2:26][CH:27]([C:30]3[C:31]([F:43])=[CH:32][C:33]([F:42])=[C:34]([NH:36][C:37](=[O:41])[CH:38]([CH3:40])[CH3:39])[CH:35]=3)[CH2:28][CH2:29]2)=[O:11])=[CH:14][CH:15]=1, predict the reactants needed to synthesize it. The reactants are: [F:1][C:2]1[CH:7]=[CH:6][C:5]([C:8]([C:13]2[CH:18]=[CH:17][C:16]([F:19])=[CH:15][CH:14]=2)([OH:12])[C:9]([OH:11])=O)=[CH:4][CH:3]=1.[NH2:20][CH2:21][CH2:22][CH2:23][N:24]1[CH2:29][CH2:28][CH:27]([C:30]2[C:31]([F:43])=[CH:32][C:33]([F:42])=[C:34]([NH:36][C:37](=[O:41])[CH:38]([CH3:40])[CH3:39])[CH:35]=2)[CH2:26][CH2:25]1. (5) Given the product [CH3:26][O:25][C:21]1[CH:20]=[C:19]([CH:24]=[CH:23][CH:22]=1)[CH2:18][NH:6][C@@H:5]([CH2:7][CH:8]([CH3:10])[CH3:9])[C:4]([O:3][CH3:2])=[O:11], predict the reactants needed to synthesize it. The reactants are: Cl.[CH3:2][O:3][C:4](=[O:11])[C@H:5]([CH2:7][CH:8]([CH3:10])[CH3:9])[NH2:6].[O-]S([O-])(=O)=O.[Mg+2].[CH:18](=O)[C:19]1[CH:24]=[CH:23][CH:22]=[C:21]([O:25][CH3:26])[CH:20]=1.CCN(CC)CC.[BH4-].[Na+].